From a dataset of Reaction yield outcomes from USPTO patents with 853,638 reactions. Predict the reaction yield, written as a fraction of the theoretical maximum amount of product (1.0 means a 100% yield; for example, 0.34 means a 34% yield). (1) The reactants are [F:1][C:2]1([CH:8]([OH:11])C#N)[CH2:7][CH2:6][O:5][CH2:4][CH2:3]1.[BH4-].[Na+]. The catalyst is CC(O)C.O. The product is [F:1][C:2]1([CH2:8][OH:11])[CH2:7][CH2:6][O:5][CH2:4][CH2:3]1. The yield is 0.180. (2) The reactants are C(N(CC)CC)C.[C:8]([NH2:14])(=[O:13])[CH2:9][C:10]([CH3:12])=O.[CH2:15]([CH2:22][C:23](=O)[CH3:24])[C:16]1[CH:21]=[CH:20][CH:19]=[CH:18][CH:17]=1.C([O-])(O)=O.[Na+]. No catalyst specified. The product is [CH3:12][C:10]1[C:22]([CH2:15][C:16]2[CH:21]=[CH:20][CH:19]=[CH:18][CH:17]=2)=[C:23]([CH3:24])[NH:14][C:8](=[O:13])[CH:9]=1. The yield is 0.538. (3) The reactants are [Br:1][C:2]1[CH:16]=[C:15](/[CH:17]=[CH:18]/[CH:19]([C:24]2[CH:29]=[C:28]([Cl:30])[C:27]([Cl:31])=[C:26]([Cl:32])[CH:25]=2)[C:20]([F:23])([F:22])[F:21])[CH:14]=[CH:13][C:3]=1[C:4]([NH:6][CH:7]1[CH2:12][CH2:11][NH:10][CH2:9][CH2:8]1)=[O:5]. The catalyst is C1COCC1.C(OCC)(=O)C. The product is [Br:1][C:2]1[CH:16]=[C:15](/[CH:17]=[CH:18]/[CH:19]([C:24]2[CH:25]=[C:26]([Cl:32])[C:27]([Cl:31])=[C:28]([Cl:30])[CH:29]=2)[C:20]([F:23])([F:21])[F:22])[CH:14]=[CH:13][C:3]=1[C:4]([NH:6][CH:7]1[CH2:12][CH2:11][N:10]([CH2:19][C:20]([F:23])([F:22])[F:21])[CH2:9][CH2:8]1)=[O:5]. The yield is 0.440. (4) The yield is 0.380. The reactants are [N:1]#[C:2]Br.[F:4][C:5]([F:37])([F:36])[C:6]1[CH:7]=[C:8]([CH:29]=[C:30]([C:32]([F:35])([F:34])[F:33])[CH:31]=1)[CH2:9][NH:10][CH:11]1[CH2:17][CH2:16][CH2:15][N:14]([C:18]([O:20][CH:21]([CH3:23])[CH3:22])=[O:19])[C:13]2[CH:24]=[C:25]([Cl:28])[CH:26]=[CH:27][C:12]1=2. The product is [F:37][C:5]([F:4])([F:36])[C:6]1[CH:7]=[C:8]([CH:29]=[C:30]([C:32]([F:33])([F:34])[F:35])[CH:31]=1)[CH2:9][N:10]([C:2]#[N:1])[CH:11]1[CH2:17][CH2:16][CH2:15][N:14]([C:18]([O:20][CH:21]([CH3:23])[CH3:22])=[O:19])[C:13]2[CH:24]=[C:25]([Cl:28])[CH:26]=[CH:27][C:12]1=2. The catalyst is CCOCC. (5) The reactants are Cl.[F:2][C:3]([F:34])([F:33])[C:4]1[CH:5]=[C:6]([CH:26]=[C:27]([C:29]([F:32])([F:31])[F:30])[CH:28]=1)[CH2:7][N:8]([CH3:25])[C:9]([C@H:11]1[CH2:16][CH2:15][NH:14][CH2:13][C@@H:12]1[C:17]1[CH:22]=[CH:21][C:20]([F:23])=[CH:19][C:18]=1[CH3:24])=[O:10].[CH3:35][C:36]1([CH3:47])[O:40][C:39](=[O:41])[N:38]([CH2:42][C:43](O)=[O:44])[C:37]1=[O:46].CCN=C=NCCCN(C)C.Cl.C1C=CC2N(O)N=NC=2C=1. The catalyst is CC#N.O.CCN(CC)CC. The product is [F:34][C:3]([F:2])([F:33])[C:4]1[CH:5]=[C:6]([CH:26]=[C:27]([C:29]([F:30])([F:31])[F:32])[CH:28]=1)[CH2:7][N:8]([CH3:25])[C:9]([C@H:11]1[CH2:16][CH2:15][N:14]([C:43](=[O:44])[CH2:42][N:38]2[C:37](=[O:46])[C:36]([CH3:47])([CH3:35])[O:40][C:39]2=[O:41])[CH2:13][C@@H:12]1[C:17]1[CH:22]=[CH:21][C:20]([F:23])=[CH:19][C:18]=1[CH3:24])=[O:10]. The yield is 0.870.